Task: Predict the product of the given reaction.. Dataset: Forward reaction prediction with 1.9M reactions from USPTO patents (1976-2016) (1) Given the reactants [Cl:1][C:2]1[CH:11]=[CH:10][CH:9]=[C:8]2[C:3]=1[CH:4]=[CH:5][CH:6]=[C:7]2[C:12]([OH:14])=O.Cl.C(N=C=NCCCN(C)C)C.O.ON1C2C=CC=CC=2N=N1.[NH2:38][CH:39]([CH2:49][C:50]1[CH:51]=[CH:52][C:53]2[O:57][CH2:56][C:55]([CH3:59])([CH3:58])[C:54]=2[CH:60]=1)[CH:40]([C:42]1[CH:47]=[CH:46][CH:45]=[C:44]([Cl:48])[CH:43]=1)[OH:41], predict the reaction product. The product is: [Cl:1][C:2]1[CH:11]=[CH:10][CH:9]=[C:8]2[C:3]=1[CH:4]=[CH:5][CH:6]=[C:7]2[C:12]([NH:38][CH:39]([CH2:49][C:50]1[CH:51]=[CH:52][C:53]2[O:57][CH2:56][C:55]([CH3:58])([CH3:59])[C:54]=2[CH:60]=1)[CH:40]([C:42]1[CH:47]=[CH:46][CH:45]=[C:44]([Cl:48])[CH:43]=1)[OH:41])=[O:14]. (2) The product is: [Cl:46][C:47]1[CH:63]=[CH:62][CH:61]=[C:60]([F:64])[C:48]=1[CH2:49][N:50]1[CH2:51][CH2:52][N:53]([CH2:24][CH2:25][CH2:20][NH:19][C:14]2[N:13]=[C:12]([NH:11][C:5]3[CH:6]=[CH:7][C:8]4[O:9][CH2:10][CH2:1][O:2][C:3]=4[CH:4]=3)[C:17]([F:18])=[CH:16][N:15]=2)[CH2:54][CH2:55]1. Given the reactants [CH2:1]1[CH2:10][O:9][C:8]2[CH:7]=[CH:6][C:5]([NH:11][C:12]3[C:17]([F:18])=[CH:16][N:15]=[C:14]([NH:19][C:20]4[CH:25]=[CH:24]C=C(O)C=4)[N:13]=3)=[CH:4][C:3]=2[O:2]1.ClC1N=C(NC2C=CC3OCCOC=3C=2)C(F)=CN=1.[Cl:46][C:47]1[CH:63]=[CH:62][CH:61]=[C:60]([F:64])[C:48]=1[CH2:49][N:50]1[CH2:55][CH2:54][N:53](CCCN)[CH2:52][CH2:51]1, predict the reaction product.